Predict which catalyst facilitates the given reaction. From a dataset of Catalyst prediction with 721,799 reactions and 888 catalyst types from USPTO. (1) Reactant: [C:1]1([C:7]2([C:12]3[CH:30]=[CH:29][C:15]([CH2:16][N:17]4[CH2:22][CH2:21][N:20]([CH2:23][C:24](OCC)=[O:25])[CH2:19][CH2:18]4)=[CH:14][CH:13]=3)[O:11][CH2:10][CH2:9][O:8]2)[CH:6]=[CH:5][CH:4]=[CH:3][CH:2]=1.[NH2:31][NH2:32]. Product: [C:1]1([C:7]2([C:12]3[CH:30]=[CH:29][C:15]([CH2:16][N:17]4[CH2:22][CH2:21][N:20]([CH2:23][C:24]([NH:31][NH2:32])=[O:25])[CH2:19][CH2:18]4)=[CH:14][CH:13]=3)[O:11][CH2:10][CH2:9][O:8]2)[CH:6]=[CH:5][CH:4]=[CH:3][CH:2]=1. The catalyst class is: 8. (2) Reactant: [CH3:1][C:2]([CH3:21])([CH3:20])[CH2:3][O:4][C:5]([C:7]1[CH:12]=[CH:11][C:10]([C:13]([F:16])([F:15])[F:14])=[CH:9][C:8]=1B(O)O)=[O:6].[CH2:22]([C@@H:29]1[C@@H:38]([OH:39])[C:37]2[C:32](=[CH:33][C:34](Br)=[CH:35][CH:36]=2)[O:31][CH2:30]1)[C:23]1[CH:28]=[CH:27][CH:26]=[CH:25][CH:24]=1.C(=O)([O-])[O-].[Na+].[Na+]. Product: [CH3:1][C:2]([CH3:21])([CH3:20])[CH2:3][O:4][C:5](=[O:6])[C:7]1[CH:12]=[CH:11][C:10]([C:13]([F:16])([F:15])[F:14])=[CH:9][C:8]=1[C:34]1[CH:33]=[C:32]2[C:37]([C@H:38]([OH:39])[C@@H:29]([CH2:22][C:23]3[CH:28]=[CH:27][CH:26]=[CH:25][CH:24]=3)[CH2:30][O:31]2)=[CH:36][CH:35]=1. The catalyst class is: 93.